Dataset: Forward reaction prediction with 1.9M reactions from USPTO patents (1976-2016). Task: Predict the product of the given reaction. (1) Given the reactants [H-].[Na+].[N:3]1[C:12]2[C:7](=[CH:8][CH:9]=[C:10]([OH:13])[CH:11]=2)[CH:6]=[CH:5][CH:4]=1.[CH3:14]I, predict the reaction product. The product is: [CH3:14][O:13][C:10]1[CH:11]=[C:12]2[C:7]([CH:6]=[CH:5][CH:4]=[N:3]2)=[CH:8][CH:9]=1. (2) Given the reactants Cl[C:2]1[N:9]=[C:8]([C:10]2[CH:15]=[CH:14][CH:13]=[C:12]([C:16]([F:19])([F:18])[F:17])[CH:11]=2)[CH:7]=[CH:6][C:3]=1[CH:4]=[O:5].[Cl:20][C:21]1[CH:26]=[CH:25][CH:24]=[CH:23][C:22]=1[OH:27], predict the reaction product. The product is: [Cl:20][C:21]1[CH:26]=[CH:25][CH:24]=[CH:23][C:22]=1[O:27][C:2]1[N:9]=[C:8]([C:10]2[CH:15]=[CH:14][CH:13]=[C:12]([C:16]([F:19])([F:18])[F:17])[CH:11]=2)[CH:7]=[CH:6][C:3]=1[CH:4]=[O:5]. (3) The product is: [Cl:1][C:2]1[C:3]2[N:4]([C:12]([CH3:15])=[N:13][N:14]=2)[C:5]2[CH:10]=[C:9]([CH3:11])[N:8]([CH2:24][C:25]3[CH:30]=[CH:29][CH:28]=[CH:27][N:26]=3)[C:6]=2[CH:7]=1. Given the reactants [Cl:1][C:2]1[C:3]2[N:4]([C:12]([CH3:15])=[N:13][N:14]=2)[C:5]2[CH:10]=[C:9]([CH3:11])[NH:8][C:6]=2[CH:7]=1.C([O-])([O-])=O.[Cs+].[Cs+].Cl.Cl[CH2:24][C:25]1[CH:30]=[CH:29][CH:28]=[CH:27][N:26]=1, predict the reaction product. (4) Given the reactants C([O:3][C:4](=O)[C:5]1[C:10]([Br:11])=[C:9]([Br:12])[CH:8]=[N:7][CH:6]=1)C.[H-].C([Al+]CC(C)C)C(C)C.Cl, predict the reaction product. The product is: [Br:11][C:10]1[C:9]([Br:12])=[CH:8][N:7]=[CH:6][C:5]=1[CH:4]=[O:3]. (5) The product is: [ClH:37].[NH2:23][CH2:22][C:21]1[CH:20]=[C:19]([CH:16]2[CH2:17][CH2:18][N:13]([C:11]([C:10]3[CH:34]=[CH:35][CH:36]=[C:8]([N:4]4[CH2:5][CH:6]([OH:7])[CH:2]([OH:1])[CH2:3]4)[CH:9]=3)=[O:12])[CH2:14][CH2:15]2)[CH:33]=[CH:32][CH:31]=1. Given the reactants [OH:1][CH:2]1[CH:6]([OH:7])[CH2:5][N:4]([C:8]2[CH:9]=[C:10]([CH:34]=[CH:35][CH:36]=2)[C:11]([N:13]2[CH2:18][CH2:17][CH:16]([C:19]3[CH:20]=[C:21]([CH:31]=[CH:32][CH:33]=3)[CH2:22][NH:23]C(=O)OCCCC)[CH2:15][CH2:14]2)=[O:12])[CH2:3]1.[ClH:37], predict the reaction product. (6) Given the reactants [OH-].[Na+].[I-].[OH:4][CH2:5][CH2:6][N+:7]1([CH3:24])[CH2:12][CH2:11][N:10]([C:13](=[O:23])[NH:14][C:15]2[CH:20]=[C:19]([Cl:21])[CH:18]=[C:17]([Cl:22])[CH:16]=2)[CH2:9][CH2:8]1.CO, predict the reaction product. The product is: [Cl-:21].[OH:4][CH2:5][CH2:6][N+:7]1([CH3:24])[CH2:12][CH2:11][N:10]([C:13](=[O:23])[NH:14][C:15]2[CH:20]=[C:19]([Cl:21])[CH:18]=[C:17]([Cl:22])[CH:16]=2)[CH2:9][CH2:8]1. (7) Given the reactants [OH:1][N:2]1C(=O)C2=CC=CC=C2C1=O.[CH3:13][C:14]1[CH:21]=[CH:20][C:17]([CH2:18]Br)=[CH:16][C:15]=1[C:22]([F:25])([F:24])[F:23], predict the reaction product. The product is: [CH3:13][C:14]1[CH:21]=[CH:20][C:17]([CH2:18][O:1][NH2:2])=[CH:16][C:15]=1[C:22]([F:25])([F:24])[F:23].